From a dataset of Forward reaction prediction with 1.9M reactions from USPTO patents (1976-2016). Predict the product of the given reaction. (1) Given the reactants [CH2:1]([O:3][C:4](=[O:39])[CH2:5][C:6]1([NH:21][C:22]([NH:24][C:25]2[CH:30]=[CH:29][C:28]([CH2:31][CH2:32][CH2:33][CH2:34][CH2:35][CH2:36][CH2:37][CH3:38])=[CH:27][CH:26]=2)=[O:23])[CH2:10][CH2:9][N:8](C(OCC2C=CC=CC=2)=O)[CH2:7]1)[CH3:2], predict the reaction product. The product is: [CH2:31]([C:28]1[CH:27]=[CH:26][C:25]([NH:24][C:22](=[O:23])[NH:21][C:6]2([CH2:5][C:4]([O:3][CH2:1][CH3:2])=[O:39])[CH2:10][CH2:9][NH:8][CH2:7]2)=[CH:30][CH:29]=1)[CH2:32][CH2:33][CH2:34][CH2:35][CH2:36][CH2:37][CH3:38]. (2) Given the reactants [C:1](=[O:42])(OC1C=CC([N+]([O-])=O)=CC=1)[O:2][C@H:3]1[CH2:7][C@H:6]([C:8]2[N:12]3[C:13]4[CH:19]=[CH:18][N:17](S(C5C=CC(C)=CC=5)(=O)=O)[C:14]=4[N:15]=[CH:16][C:11]3=[N:10][N:9]=2)[C@H:5]([CH2:30][CH3:31])[CH2:4]1.[CH:43]1([NH2:46])[CH2:45][CH2:44]1.[OH-].[Na+], predict the reaction product. The product is: [CH:43]1([NH:46][C:1](=[O:42])[O:2][C@H:3]2[CH2:7][C@H:6]([C:8]3[N:12]4[C:13]5[CH:19]=[CH:18][NH:17][C:14]=5[N:15]=[CH:16][C:11]4=[N:10][N:9]=3)[C@H:5]([CH2:30][CH3:31])[CH2:4]2)[CH2:45][CH2:44]1. (3) Given the reactants Cl.[C:2]([NH:6][CH2:7][C:8]([OH:10])=[O:9])([CH3:5])([CH3:4])[CH3:3].[F:11][C:12]([F:23])([F:22])[C:13]1[CH:14]=[C:15]([CH:19]=[CH:20][CH:21]=1)[C:16](O)=[O:17].C(N(CC)C(C)C)(C)C.C(Cl)CCl, predict the reaction product. The product is: [C:2]([N:6]([C:16](=[O:17])[C:15]1[CH:19]=[CH:20][CH:21]=[C:13]([C:12]([F:11])([F:22])[F:23])[CH:14]=1)[CH2:7][C:8]([OH:10])=[O:9])([CH3:5])([CH3:4])[CH3:3]. (4) Given the reactants [CH2:1]([O:8][C:9]([NH:11][CH2:12][CH:13]1[CH2:18][CH2:17][N:16]([C:19]([O:21][C:22]([CH3:25])([CH3:24])[CH3:23])=[O:20])[CH2:15][CH2:14]1)=[O:10])[C:2]1[CH:7]=[CH:6][CH:5]=[CH:4][CH:3]=1.[H-].[Na+].[CH2:28](I)[CH2:29][CH3:30], predict the reaction product. The product is: [CH2:1]([O:8][C:9]([N:11]([CH2:12][CH:13]1[CH2:18][CH2:17][N:16]([C:19]([O:21][C:22]([CH3:25])([CH3:24])[CH3:23])=[O:20])[CH2:15][CH2:14]1)[CH2:28][CH2:29][CH3:30])=[O:10])[C:2]1[CH:3]=[CH:4][CH:5]=[CH:6][CH:7]=1. (5) Given the reactants [C:1]([Si:5]([O:8][C:9]1[CH:14]=[CH:13][C:12]([F:15])=[CH:11][CH:10]=1)([CH3:7])[CH3:6])([CH3:4])([CH3:3])[CH3:2].C([Li])(CC)C.CN([CH:24]=[O:25])C, predict the reaction product. The product is: [C:1]([Si:5]([CH3:7])([CH3:6])[O:8][C:9]1[CH:14]=[CH:13][C:12]([F:15])=[C:11]([CH:10]=1)[CH:24]=[O:25])([CH3:4])([CH3:2])[CH3:3].